Dataset: Forward reaction prediction with 1.9M reactions from USPTO patents (1976-2016). Task: Predict the product of the given reaction. (1) Given the reactants [CH2:1]([O:3][C:4](=[O:26])[CH2:5][NH:6][CH2:7][CH2:8][NH:9][S:10]([C:13]1[S:14][C:15]([C:18]2[CH:23]=[CH:22][C:21]([Cl:24])=[CH:20][C:19]=2[Cl:25])=[N:16][N:17]=1)(=[O:12])=[O:11])[CH3:2].[N:27]1([CH2:36][C:37](O)=[O:38])[CH:35]=[C:33]([CH3:34])[C:31](=[O:32])[NH:30][C:28]1=[O:29], predict the reaction product. The product is: [CH2:1]([O:3][C:4](=[O:26])[CH2:5][N:6]([CH2:7][CH2:8][NH:9][S:10]([C:13]1[S:14][C:15]([C:18]2[CH:23]=[CH:22][C:21]([Cl:24])=[CH:20][C:19]=2[Cl:25])=[N:16][N:17]=1)(=[O:12])=[O:11])[C:37](=[O:38])[CH2:36][N:27]1[CH:35]=[C:33]([CH3:34])[C:31](=[O:32])[NH:30][C:28]1=[O:29])[CH3:2]. (2) Given the reactants [F:1][C:2]1[CH:3]=[C:4]([C:13]2[N:18]=[C:17]([C:19]3[C:23]([CH3:25])([CH3:24])[CH2:22][CH:21]([CH3:26])[CH:20]=3)[C:16]([C:27](O)=[O:28])=[CH:15][CH:14]=2)[CH:5]=[C:6]([O:8][CH2:9][CH:10]([CH3:12])[CH3:11])[CH:7]=1.C1N=CN(C(N2C=NC=C2)=O)C=1.[NH2:42][C:43]1[N:48]=[C:47]([S:49]([NH2:52])(=[O:51])=[O:50])[CH:46]=[CH:45][CH:44]=1.[H-].[Na+], predict the reaction product. The product is: [NH2:42][C:43]1[N:48]=[C:47]([S:49]([NH:52][C:27]([C:16]2[C:17]([C:19]3[C:23]([CH3:25])([CH3:24])[CH2:22][CH:21]([CH3:26])[CH:20]=3)=[N:18][C:13]([C:4]3[CH:5]=[C:6]([O:8][CH2:9][CH:10]([CH3:12])[CH3:11])[CH:7]=[C:2]([F:1])[CH:3]=3)=[CH:14][CH:15]=2)=[O:28])(=[O:51])=[O:50])[CH:46]=[CH:45][CH:44]=1.